This data is from Full USPTO retrosynthesis dataset with 1.9M reactions from patents (1976-2016). The task is: Predict the reactants needed to synthesize the given product. (1) Given the product [CH3:11][C:5]1[C:4]2[C:8](=[CH:9][CH:10]=[C:2]([B:12]3[O:16][C:15]([CH3:18])([CH3:17])[C:14]([CH3:20])([CH3:19])[O:13]3)[CH:3]=2)[NH:7][N:6]=1, predict the reactants needed to synthesize it. The reactants are: Br[C:2]1[CH:3]=[C:4]2[C:8](=[CH:9][CH:10]=1)[NH:7][N:6]=[C:5]2[CH3:11].[B:12]1([B:12]2[O:16][C:15]([CH3:18])([CH3:17])[C:14]([CH3:20])([CH3:19])[O:13]2)[O:16][C:15]([CH3:18])([CH3:17])[C:14]([CH3:20])([CH3:19])[O:13]1.C(O[K])(C)=O. (2) Given the product [Cl:12][C:4]1[CH:3]=[C:2]([NH:16][C:15]2[CH:17]=[C:18]([CH3:21])[CH:19]=[CH:20][C:14]=2[Cl:13])[C:7]([C:8]([O:10][CH3:11])=[O:9])=[CH:6][N:5]=1, predict the reactants needed to synthesize it. The reactants are: Cl[C:2]1[C:7]([C:8]([O:10][CH3:11])=[O:9])=[CH:6][N:5]=[C:4]([Cl:12])[CH:3]=1.[Cl:13][C:14]1[CH:20]=[CH:19][C:18]([CH3:21])=[CH:17][C:15]=1[NH2:16].Cl. (3) Given the product [CH3:1][O:2][C:3]1[CH:4]=[C:5]([CH:11]=[CH:12][C:13]=1[O:14][CH2:15][CH2:16][NH:17][CH2:18][CH:19]([NH:42][CH:43]1[CH2:44][CH2:45]1)[C:20](=[O:41])[CH2:21][C:22]1[CH:27]=[CH:26][C:25]([NH:28][C:29]([NH:31][C:32]2[CH:37]=[CH:36][CH:35]=[CH:34][C:33]=2[CH3:38])=[O:30])=[C:24]([O:39][CH3:40])[CH:23]=1)[C:6]([OH:8])=[O:7], predict the reactants needed to synthesize it. The reactants are: [CH3:1][O:2][C:3]1[CH:4]=[C:5]([CH:11]=[CH:12][C:13]=1[O:14][CH2:15][CH2:16][NH:17][CH2:18][CH:19]([NH:42][CH:43]1[CH2:45][CH2:44]1)[C:20](=[O:41])[CH2:21][C:22]1[CH:27]=[CH:26][C:25]([NH:28][C:29]([NH:31][C:32]2[CH:37]=[CH:36][CH:35]=[CH:34][C:33]=2[CH3:38])=[O:30])=[C:24]([O:39][CH3:40])[CH:23]=1)[C:6]([O:8]CC)=[O:7].[OH-].[Na+].Cl. (4) Given the product [CH3:11][C:10]1[CH:9]=[CH:8][C:7]2[CH2:6][CH2:5][CH2:4][C:3]=2[C:2]=1[OH:1], predict the reactants needed to synthesize it. The reactants are: [OH:1][C:2]1[C:10]([CH3:11])=[CH:9][CH:8]=[C:7]2[C:3]=1[CH2:4][CH2:5][C:6]2=O.[H][H]. (5) Given the product [Br:4][C:5]1[N:6]=[CH:7][C:8]([NH:11][C:12](=[O:33])[CH:13]([C:22]2[CH:27]=[CH:26][C:25]([S:28]([CH3:31])(=[O:30])=[O:29])=[C:24]([Cl:32])[CH:23]=2)[CH2:14][CH:15]2[CH2:20][CH2:19][C:18](=[N:2][OH:3])[CH2:17][CH2:16]2)=[N:9][CH:10]=1, predict the reactants needed to synthesize it. The reactants are: Cl.[NH2:2][OH:3].[Br:4][C:5]1[N:6]=[CH:7][C:8]([NH:11][C:12](=[O:33])[CH:13]([C:22]2[CH:27]=[CH:26][C:25]([S:28]([CH3:31])(=[O:30])=[O:29])=[C:24]([Cl:32])[CH:23]=2)[CH2:14][CH:15]2[CH2:20][CH2:19][C:18](=O)[CH2:17][CH2:16]2)=[N:9][CH:10]=1. (6) The reactants are: [CH2:1]([OH:6])[CH2:2][CH2:3][CH2:4][OH:5].[C:7](O)(=[O:10])[CH:8]=[CH2:9].S(=O)(=O)(O)O.C1(C=CC(O)=CC=1)O.C1(C)C=CC=CC=1. Given the product [C:7]([O:5][CH2:4][CH2:3][CH2:2][CH2:1][OH:6])(=[O:10])[CH:8]=[CH2:9], predict the reactants needed to synthesize it. (7) Given the product [CH3:1][O:2][C:3]1[CH:8]=[CH:7][C:6]2[C:11]([C:13]3[CH:14]=[N:15][CH:16]=[CH:17][CH:18]=3)=[CH:10][S:9][C:5]=2[CH:4]=1, predict the reactants needed to synthesize it. The reactants are: [CH3:1][O:2][C:3]1[CH:4]=[C:5]([S:9][CH2:10][C:11]([C:13]2[CH:14]=[N:15][CH:16]=[CH:17][CH:18]=2)=O)[CH:6]=[CH:7][CH:8]=1.[OH-].[Na+].